Dataset: Peptide-MHC class I binding affinity with 185,985 pairs from IEDB/IMGT. Task: Regression. Given a peptide amino acid sequence and an MHC pseudo amino acid sequence, predict their binding affinity value. This is MHC class I binding data. (1) The peptide sequence is PGMQIRGFVY. The MHC is HLA-A23:01 with pseudo-sequence HLA-A23:01. The binding affinity (normalized) is 0.0150. (2) The peptide sequence is DSFKEELDKY. The MHC is HLA-A24:02 with pseudo-sequence HLA-A24:02. The binding affinity (normalized) is 0. (3) The peptide sequence is SVMSTFFWE. The MHC is HLA-A02:16 with pseudo-sequence HLA-A02:16. The binding affinity (normalized) is 0.0847.